Dataset: Forward reaction prediction with 1.9M reactions from USPTO patents (1976-2016). Task: Predict the product of the given reaction. (1) Given the reactants [NH:1]1[CH2:5][CH2:4][CH2:3][CH2:2]1.[O:6]1[CH2:11][CH2:10][O:9][C:8]2[CH:12]=[C:13]([C:16]3[NH:17][C:18]4[N:19]([N:23]=[CH:24][C:25]=4[C:26](OCC)=[O:27])[C:20](=[O:22])[CH:21]=3)[CH:14]=[CH:15][C:7]1=2, predict the reaction product. The product is: [O:6]1[CH2:11][CH2:10][O:9][C:8]2[CH:12]=[C:13]([C:16]3[NH:17][C:18]4[N:19]([N:23]=[CH:24][C:25]=4[C:26]([N:1]4[CH2:5][CH2:4][CH2:3][CH2:2]4)=[O:27])[C:20](=[O:22])[CH:21]=3)[CH:14]=[CH:15][C:7]1=2. (2) The product is: [ClH:26].[N+:23]([C:19]1[CH:18]=[C:17]([CH:22]=[CH:21][CH:20]=1)[CH2:16][C@@H:5]([C:6]([OH:8])=[O:7])[NH2:4])([O-:25])=[O:24]. Given the reactants C([NH:4][C:5]([CH2:16][C:17]1[CH:22]=[CH:21][CH:20]=[C:19]([N+:23]([O-:25])=[O:24])[CH:18]=1)(C(OCC)=O)[C:6]([O:8]CC)=[O:7])(=O)C.[ClH:26], predict the reaction product. (3) Given the reactants [Br:1][C:2]1[CH:3]=[C:4]([CH3:27])[C:5]([O:8][C:9]2[CH:14]=[C:13]([O:15][CH2:16][CH2:17][O:18][CH3:19])[CH:12]=[CH:11][C:10]=2/[CH:20]=[CH:21]/[C:22]([O:24]CC)=[O:23])=[N:6][CH:7]=1.[OH-].[Na+], predict the reaction product. The product is: [Br:1][C:2]1[CH:3]=[C:4]([CH3:27])[C:5]([O:8][C:9]2[CH:14]=[C:13]([O:15][CH2:16][CH2:17][O:18][CH3:19])[CH:12]=[CH:11][C:10]=2/[CH:20]=[CH:21]/[C:22]([OH:24])=[O:23])=[N:6][CH:7]=1. (4) Given the reactants [NH2:1][C:2]1[C:3]([O:17][CH3:18])=[C:4]([NH:12][S:13]([CH3:16])(=[O:15])=[O:14])[CH:5]=[C:6]([C:8]([CH3:11])([CH3:10])[CH3:9])[CH:7]=1.[C:19]([O-:22])(O)=O.[Na+].C(Cl)(Cl)=O.[N-]=C=O.[NH2:31][C:32]1[C:41]2[C:36](=[CH:37][CH:38]=[CH:39][CH:40]=2)[C:35]([N:42]2[C:50]3[CH:49]=[CH:48][N:47]=[CH:46][C:45]=3[CH:44]=[CH:43]2)=[CH:34][CH:33]=1, predict the reaction product. The product is: [C:8]([C:6]1[CH:7]=[C:2]([NH:1][C:19]([NH:31][C:32]2[C:41]3[C:36](=[CH:37][CH:38]=[CH:39][CH:40]=3)[C:35]([N:42]3[C:50]4[CH:49]=[CH:48][N:47]=[CH:46][C:45]=4[CH:44]=[CH:43]3)=[CH:34][CH:33]=2)=[O:22])[C:3]([O:17][CH3:18])=[C:4]([NH:12][S:13]([CH3:16])(=[O:15])=[O:14])[CH:5]=1)([CH3:10])([CH3:11])[CH3:9]. (5) Given the reactants [O:1]1[CH2:6][CH2:5][CH:4]([C:7]([N:9]2[CH2:15][C:14]3[N:16]=[CH:17][C:18]([C:20]([O:22]C)=O)=[N:19][C:13]=3[O:12][CH2:11][CH2:10]2)=[O:8])[CH2:3][CH2:2]1.[NH2:24][OH:25].[OH-].[Na+].Cl, predict the reaction product. The product is: [OH:25][NH:24][C:20]([C:18]1[CH:17]=[N:16][C:14]2[CH2:15][N:9]([C:7]([CH:4]3[CH2:3][CH2:2][O:1][CH2:6][CH2:5]3)=[O:8])[CH2:10][CH2:11][O:12][C:13]=2[N:19]=1)=[O:22]. (6) Given the reactants [CH3:1][N:2]([CH3:29])[CH2:3][CH2:4][N:5]1[C:9]2[C:10]([CH:14]([CH2:17][CH3:18])[CH2:15][CH3:16])=[CH:11][CH:12]=[CH:13][C:8]=2[N:7](CC2C=CC(OC)=CC=2)[C:6]1=[O:28].FC(F)(F)C(O)=O, predict the reaction product. The product is: [CH3:29][N:2]([CH3:1])[CH2:3][CH2:4][N:5]1[C:9]2[C:10]([CH:14]([CH2:15][CH3:16])[CH2:17][CH3:18])=[CH:11][CH:12]=[CH:13][C:8]=2[NH:7][C:6]1=[O:28]. (7) The product is: [CH3:1][O:2][C:3](=[O:22])[C:4]1[CH:9]=[CH:8][CH:7]=[C:6]([S:10][C:11]2[C:19]3[C:14](=[CH:15][C:16]([Cl:20])=[CH:17][CH:18]=3)[N:13]([CH2:34][C:35]3[CH:36]=[N:37][C:38]([C:41]([F:44])([F:42])[F:43])=[CH:39][CH:40]=3)[C:12]=2[CH3:21])[CH:5]=1. Given the reactants [CH3:1][O:2][C:3](=[O:22])[C:4]1[CH:9]=[CH:8][CH:7]=[C:6]([S:10][C:11]2[C:19]3[C:14](=[CH:15][C:16]([Cl:20])=[CH:17][CH:18]=3)[NH:13][C:12]=2[CH3:21])[CH:5]=1.C[Si]([N-][Si](C)(C)C)(C)C.[Li+].Cl[CH2:34][C:35]1[CH:36]=[N:37][C:38]([C:41]([F:44])([F:43])[F:42])=[CH:39][CH:40]=1, predict the reaction product.